This data is from Experimentally validated miRNA-target interactions with 360,000+ pairs, plus equal number of negative samples. The task is: Binary Classification. Given a miRNA mature sequence and a target amino acid sequence, predict their likelihood of interaction. (1) The miRNA is hsa-miR-4534 with sequence GGAUGGAGGAGGGGUCU. The protein sequence of the target gene is MNMPQSLGNQPLPPEPPSLGTPAEGPGTTSPPEHCWPVRPTLRNELDTFSVHFYIFFGPSVALPPERPAVFAMRLLPVLDSGGVLSLELQLNASSVRQENVTVFGCLTHEVPLSLGDAAVTCSKESLAGFLLSVSATTRVARLRIPFPQTGTWFLALRSLCGVGPRFVRCRNATAEVRMRTFLSPCVDDCGPYGQCKLLRTHNYLYAACECKAGWRGWGCTDSADALTYGFQLLSTLLLCLSNLMFLPPVVLAIRSRYVLEAAVYTFTMFFSTFYHACDQPGIVVFCIMDYDVLQFCDFL.... Result: 0 (no interaction). (2) The miRNA is mmu-miR-673-5p with sequence CUCACAGCUCUGGUCCUUGGAG. Result: 0 (no interaction). The protein sequence of the target gene is MAHKYVGLQYHGSVTFEDVAIAFSQQEWESLDSSQRGLYRDVMLENYRNLVSMGHSRSKPHVIALLEQWKEPEVTVRKDGRRWCTDLQLEDDTIGCKEMPTSENCPSFALHQKISRQKPRECQEYGKTLCQDSKPVQHERIHSSEKPNRCKECGKNFSNGHQLTIHQRLHVGEKPYKYEKCGKAFISGSAFVKHGRIHTGEKPLKCKQCGKTISGSYQLTVHKSIHTGKKPYECGECGKAFLVYGKLTRHQSTHTGEKPFGCEECGKAFSTFSYLVQHQRIHTSEKPYECKECGKAFSTS.... (3) The miRNA is hsa-miR-4519 with sequence CAGCAGUGCGCAGGGCUG. Result: 1 (interaction). The protein sequence of the target gene is MEIGTEISRKIRSAIKGKLQELGAYVDEELPDYIMVMVANKKSQDQMTEDLSLFLGNNTIRFTVWLHGVLDKLRSVTTEPSSLKSSDTNIFDSNVPSNKSNFSRGDERRHEAAVPPLAIPSARPEKRDSRVSTSSQESKTTNVRQTYDDGAATRLMSTVKPLREPAPSEDVIDIKPEPDDLIDEDLNFVQENPLSQKKPTVTLTYGSSRPSIEIYRPPASRNADSGVHLNRLQFQQQQNSIHAAKQLDMQSSWVYETGRLCEPEVLNSLEETYSPFFRNNSEKMSMEDENFRKRKLPVVS.... (4) The miRNA is hsa-miR-8073 with sequence ACCUGGCAGCAGGGAGCGUCGU. The protein sequence of the target gene is MRPLSMSGHFLLAPIPESSSDYLLPKDIKLAVLGAGRVGKSAMIVRFLTKRFIGDYEPNTGKLYSRLVYVEGDQLSLQIQDTPGGVQIQDSLPQVVDSLSKCVQWAEGFLLVYSITDYDSYLSIRPLYQHIRKVHPDSKAPVIIVGNKGDLLHARQVQTQDGIQLANELGSLFLEISTSENYEDVCDVFQHLCKEVSKMHGLSGERRRASIIPRPRSPNMQDLKRRFKQALSPKVKAPSALG. Result: 0 (no interaction). (5) Result: 0 (no interaction). The protein sequence of the target gene is MAATTAAVVAEEDTELRDLLVQTLENSGVLNRIKAELRAAVFLALEEQEKVENKTPLVNENLKKFLNTKDGRLVASLVAEFLQFFNLDFTLAVFHPETSTIQGLEGRENLAQDLGIIEAEGTVGGPLLLEVIRRCQQKEKGPASVEGALDLSDGHPPSKSPEGKSSANSTPSKIPRYKGQGKKKTIGQKPGDKKTSSETSQSEPSVSLSESKSKSSLHSLAHETRIASFLSSSAVDARDSSALCPDGDDVEGDSFFDDPIPKPEKTYGWRAEPRKQVGGLASLSDKPHLRSGLSSLAGAP.... The miRNA is hsa-miR-4524b-3p with sequence GAGACAGGUUCAUGCUGCUA. (6) The miRNA is hsa-miR-522-3p with sequence AAAAUGGUUCCCUUUAGAGUGU. The protein sequence of the target gene is MYTLLSGLYKYMFQKDEYCILILGLDNAGKTTFLEQSKTRFNKNYKGMSLSKITTTVGLNIGTVDVGKARLMFWDLGGQEELQSLWDKYYAECHGVIYVIDSTDEERLSESKEAFEKVVSSEALDGVPILVLANKQDVETCLSIPDIKTAFSDCTCKIGRRDCLTQACSALTGKGVREGIEWMVKCVVRNVHRPPRQRDIT. Result: 0 (no interaction). (7) The miRNA is hsa-miR-4288 with sequence UUGUCUGCUGAGUUUCC. The protein sequence of the target gene is MAADVVGDVYVLVEHPFEYTGKDGRRVAIRPNERYRLLRRSTEHWWHVRREPGGRPFYLPAQYVRELPALGNPAAAAPPGPHPSPAAPEPLAYDYRFVSAAATAGPDGAPEESGGRASSLCGPAQRGAATQRSSLAPGLPACLYLRPAAPVRPAQSLNDLACAAVSPPAGLLGSSGSFKACSVAGSWVCPRPLARSDSENVYEVIQDLHVPPPEESAEQVDDPPEPVYANIERQPRATSPGAAAAPLPSPVWETHTDAGTGRPYYYNPDTGVTTWESPFEAAEGAASPATSPASVDSHVS.... Result: 0 (no interaction). (8) Result: 0 (no interaction). The miRNA is dme-miR-13a-3p with sequence UAUCACAGCCAUUUUGAUGAGU. The protein sequence of the target gene is MPSWIRAVILPLSGLLLTLPAAADVKARSCSEVRQAYGAKGFSLADIPYQEIAGEHLRICPQEYTCCTTEMEDKLSQQSKLEFENLVEETSHFVRTTFVSRHKKFDEFFRELLENAEKSLNDMFVRTYGMLYMQNSEVFQDLFTELKRYYTGGNVNLEEMLNDFWARLLERMFQLINPQYHFSEDYLECVSKYTDQLKPFGDVPRKLKIQVTRAFIAARTFVQGLTVGREVANRVSKVSPTPGCIRALMKMLYCPYCRGLPTVRPCNNYCLNVMKGCLANQADLDTEWNLFIDAMLLVAE.... (9) The miRNA is hsa-miR-4510 with sequence UGAGGGAGUAGGAUGUAUGGUU. The protein sequence of the target gene is MAESIIIRVQSPDGVKRITATKRETAATFLKKVAKEFGFQNNGFSVYINRNKTGEITASSSKSLHLLKIKHGDLLFLFPSSLAGPSSEMETSTSVGLKAFGAPNVVEDEIDQYLSKQDGKIYRSRDPQLCRHGPLGKCVHCVPLEPFDEDYLNHLEPPVKHMSFHAYIRKLTGGADKGKFVALENISCKIKSGCEGHLPWPNGICTKCQPSAITLNRQKYRHVDNIMFENHTVADRFLDFWRKTGNQHFGYLYGRYTEHKDIPLGIRAEVAAIYEPPQIGTQNSLELLEDPKAEVVDEIA.... Result: 0 (no interaction). (10) The miRNA is hsa-miR-144-3p with sequence UACAGUAUAGAUGAUGUACU. The protein sequence of the target gene is MVNLLQIVRDHWVHVLVPMGFVIGCYLDRKSDERLTAFRNKSMLFKRELQPSEEVTWK. Result: 0 (no interaction).